From a dataset of hERG potassium channel inhibition data for cardiac toxicity prediction from Karim et al.. Regression/Classification. Given a drug SMILES string, predict its toxicity properties. Task type varies by dataset: regression for continuous values (e.g., LD50, hERG inhibition percentage) or binary classification for toxic/non-toxic outcomes (e.g., AMES mutagenicity, cardiotoxicity, hepatotoxicity). Dataset: herg_karim. (1) The molecule is Fc1cccc(Cn2ccc3c(OC4CCN(Cc5cscn5)CC4)ncnc32)c1. The result is 1 (blocker). (2) The drug is Cc1ccc(OC[C@H](O)[C@H](C)NC(C)C)c2c1CCC2. The result is 1 (blocker). (3) The drug is N[C@@H]1CCCN(c2c(C=C3SC(O)=NC3=O)cccc2-c2ccccc2)C1. The result is 0 (non-blocker). (4) The compound is O=C(c1ccc(F)cc1F)N1CCN(c2ccc(OC3CCN(C4CCC4)CC3)cc2)C(=O)C1. The result is 0 (non-blocker). (5) The compound is CCc1cc(NC(=O)c2ccccc2F)ccc1-c1nnc(NCCCN2CCCCC2)o1. The result is 1 (blocker). (6) The compound is FC(F)(F)Oc1ccc(OC2CC2)c(CNC2CCC3NC2(c2ccccc2)CC3c2nnn[nH]2)c1. The result is 1 (blocker). (7) The drug is Cc1cnc2c(C(=O)NCCO)cn(Cc3ncnc(OC(F)F)c3C)c2c1. The result is 0 (non-blocker). (8) The compound is COc1ccccc1CC(c1ccccc1)N1CCNCC1. The result is 0 (non-blocker). (9) The drug is Cn1c(SCCCN2CC3CCN(c4ccc(C(F)(F)F)cc4)C3C2)nnc1-c1cnccn1. The result is 1 (blocker). (10) The drug is CC(=O)N[C@@H](CCN1[C@H]2CC[C@@H]1C[C@H](n1c(C)nc3c1CCN(c1ccncn1)C3)C2)c1cccc(F)c1. The result is 1 (blocker).